From a dataset of NCI-60 drug combinations with 297,098 pairs across 59 cell lines. Regression. Given two drug SMILES strings and cell line genomic features, predict the synergy score measuring deviation from expected non-interaction effect. (1) Drug 1: COC1=CC(=CC(=C1O)OC)C2C3C(COC3=O)C(C4=CC5=C(C=C24)OCO5)OC6C(C(C7C(O6)COC(O7)C8=CC=CS8)O)O. Drug 2: CCC1(CC2CC(C3=C(CCN(C2)C1)C4=CC=CC=C4N3)(C5=C(C=C6C(=C5)C78CCN9C7C(C=CC9)(C(C(C8N6C=O)(C(=O)OC)O)OC(=O)C)CC)OC)C(=O)OC)O.OS(=O)(=O)O. Cell line: LOX IMVI. Synergy scores: CSS=44.9, Synergy_ZIP=0.114, Synergy_Bliss=-0.209, Synergy_Loewe=2.70, Synergy_HSA=4.81. (2) Drug 1: CC=C1C(=O)NC(C(=O)OC2CC(=O)NC(C(=O)NC(CSSCCC=C2)C(=O)N1)C(C)C)C(C)C. Drug 2: C1=NC2=C(N1)C(=S)N=CN2. Cell line: RXF 393. Synergy scores: CSS=23.8, Synergy_ZIP=0.694, Synergy_Bliss=0.701, Synergy_Loewe=-2.49, Synergy_HSA=-2.43. (3) Drug 1: CC12CCC(CC1=CCC3C2CCC4(C3CC=C4C5=CN=CC=C5)C)O. Drug 2: CCC1(C2=C(COC1=O)C(=O)N3CC4=CC5=C(C=CC(=C5CN(C)C)O)N=C4C3=C2)O.Cl. Cell line: SK-MEL-5. Synergy scores: CSS=2.38, Synergy_ZIP=-4.88, Synergy_Bliss=-2.87, Synergy_Loewe=-21.2, Synergy_HSA=-5.41. (4) Cell line: NCI-H522. Drug 2: COCCOC1=C(C=C2C(=C1)C(=NC=N2)NC3=CC=CC(=C3)C#C)OCCOC.Cl. Synergy scores: CSS=63.5, Synergy_ZIP=-0.939, Synergy_Bliss=1.53, Synergy_Loewe=5.53, Synergy_HSA=7.57. Drug 1: C1=CC(=C2C(=C1NCCNCCO)C(=O)C3=C(C=CC(=C3C2=O)O)O)NCCNCCO. (5) Drug 1: C1CC(=O)NC(=O)C1N2CC3=C(C2=O)C=CC=C3N. Drug 2: N.N.Cl[Pt+2]Cl. Cell line: K-562. Synergy scores: CSS=4.23, Synergy_ZIP=-0.808, Synergy_Bliss=-2.80, Synergy_Loewe=-22.1, Synergy_HSA=-1.30.